This data is from Rat liver microsome stability data. The task is: Regression/Classification. Given a drug SMILES string, predict its absorption, distribution, metabolism, or excretion properties. Task type varies by dataset: regression for continuous measurements (e.g., permeability, clearance, half-life) or binary classification for categorical outcomes (e.g., BBB penetration, CYP inhibition). Dataset: rlm. The drug is CCC(CC)CN(CCCCCN1[C@@H]2CC[C@H]1C[C@@H](c1cccc(C(N)=O)c1)C2)C(=O)CO. The result is 1 (stable in rat liver microsomes).